Dataset: Peptide-MHC class II binding affinity with 134,281 pairs from IEDB. Task: Regression. Given a peptide amino acid sequence and an MHC pseudo amino acid sequence, predict their binding affinity value. This is MHC class II binding data. (1) The peptide sequence is DPYILLVSSKVSTVK. The MHC is DRB1_0401 with pseudo-sequence DRB1_0401. The binding affinity (normalized) is 0.316. (2) The peptide sequence is VIPEWCCRSCTMPPV. The MHC is HLA-DQA10501-DQB10303 with pseudo-sequence HLA-DQA10501-DQB10303. The binding affinity (normalized) is 0.495.